This data is from Peptide-MHC class II binding affinity with 134,281 pairs from IEDB. The task is: Regression. Given a peptide amino acid sequence and an MHC pseudo amino acid sequence, predict their binding affinity value. This is MHC class II binding data. (1) The peptide sequence is WTNTPTKWDNSFLEILYGYE. The MHC is DRB1_1101 with pseudo-sequence DRB1_1101. The binding affinity (normalized) is 0.120. (2) The peptide sequence is IGRGRVSPGNGWMIK. The MHC is HLA-DQA10102-DQB10501 with pseudo-sequence HLA-DQA10102-DQB10501. The binding affinity (normalized) is 0.337. (3) The peptide sequence is AETAVNTLFEKLEPM. The MHC is DRB1_1501 with pseudo-sequence DRB1_1501. The binding affinity (normalized) is 0.509. (4) The peptide sequence is VALTLTSYLGLTQPF. The MHC is DRB3_0101 with pseudo-sequence DRB3_0101. The binding affinity (normalized) is 0.284. (5) The peptide sequence is RAMFVEDIAMGYVVS. The MHC is DRB4_0101 with pseudo-sequence DRB4_0103. The binding affinity (normalized) is 0.968.